This data is from Forward reaction prediction with 1.9M reactions from USPTO patents (1976-2016). The task is: Predict the product of the given reaction. (1) Given the reactants [CH:1]([CH:4]1[CH2:9][NH:8][C:7]2[CH:10]=[CH:11][CH:12]=[C:13]([CH:14]([CH3:16])[CH3:15])[C:6]=2[O:5]1)([CH3:3])[CH3:2].C(N(CC)CC)C.[CH3:24][O:25][C:26](=[O:32])/[CH:27]=[CH:28]\[C:29](Cl)=[O:30].O, predict the reaction product. The product is: [CH3:24][O:25][C:26](=[O:32])/[CH:27]=[CH:28]\[C:29]([N:8]1[C:7]2[CH:10]=[CH:11][CH:12]=[C:13]([CH:14]([CH3:16])[CH3:15])[C:6]=2[O:5][CH:4]([CH:1]([CH3:3])[CH3:2])[CH2:9]1)=[O:30]. (2) Given the reactants [NH:1]1[CH2:9][CH2:8][CH:4]([C:5]([OH:7])=[O:6])[CH2:3][CH2:2]1.[OH-].[Na+].[C:12](O[C:12]([O:14][C:15]([CH3:18])([CH3:17])[CH3:16])=[O:13])([O:14][C:15]([CH3:18])([CH3:17])[CH3:16])=[O:13], predict the reaction product. The product is: [C:15]([O:14][C:12]([N:1]1[CH2:9][CH2:8][CH:4]([C:5]([OH:7])=[O:6])[CH2:3][CH2:2]1)=[O:13])([CH3:18])([CH3:17])[CH3:16].